From a dataset of Forward reaction prediction with 1.9M reactions from USPTO patents (1976-2016). Predict the product of the given reaction. (1) Given the reactants Br[C:2]1[CH:3]=[C:4]2[C@@:15]3([N:20]=[C:19]([NH2:21])[CH2:18][O:17][CH2:16]3)[C:14]3[C:9](=[CH:10][CH:11]=[C:12](I)[CH:13]=3)[O:8][C:5]2=[N:6][CH:7]=1.[F:23][C:24]1[C:29](B(O)O)=[CH:28][CH:27]=[CH:26][N:25]=1.C(=O)([O-])[O-:34].[K+].[K+].C(P(C(C)(C)C)C1C(C)=C(C)C(C)=C(C)C=1C1C(C(C)C)=CC(C(C)C)=CC=1C(C)C)(C)(C)C.[OH-].[K+].Cl, predict the reaction product. The product is: [NH2:21][C:19]1[CH2:18][O:17][CH2:16][C@:15]2([C:4]3[C:5](=[N:6][CH:7]=[C:2]([OH:34])[CH:3]=3)[O:8][C:9]3[C:14]2=[CH:13][C:12]([C:29]2[C:24]([F:23])=[N:25][CH:26]=[CH:27][CH:28]=2)=[CH:11][CH:10]=3)[N:20]=1. (2) Given the reactants Br[C:2]1[C:10]([F:11])=[CH:9][CH:8]=[C:7]2[C:3]=1[CH2:4][CH2:5][C:6]2=[O:12].COC1C=CC=C(OC)C=1C1C=CC=CC=1P(C1CCCCC1)C1CCCCC1.[CH3:42][N:43](C=O)C, predict the reaction product. The product is: [F:11][C:10]1[CH:9]=[CH:8][C:7]2[C:6](=[O:12])[CH2:5][CH2:4][C:3]=2[C:2]=1[C:42]#[N:43]. (3) Given the reactants C([N:4]1[C:12]2[C:7](=[CH:8][CH:9]=[C:10]([N:13]3[C:17](=[O:18])[C:16]([CH3:20])([CH3:19])[N:15]([CH2:21][C:22]4[CH:27]=[CH:26][N:25]=[C:24]([Cl:28])[CH:23]=4)[C:14]3=[O:29])[CH:11]=2)[C:6]([CH3:31])([CH3:30])[CH2:5]1)(=O)C.Cl, predict the reaction product. The product is: [Cl:28][C:24]1[CH:23]=[C:22]([CH2:21][N:15]2[C:16]([CH3:20])([CH3:19])[C:17](=[O:18])[N:13]([C:10]3[CH:11]=[C:12]4[C:7]([C:6]([CH3:31])([CH3:30])[CH2:5][NH:4]4)=[CH:8][CH:9]=3)[C:14]2=[O:29])[CH:27]=[CH:26][N:25]=1. (4) Given the reactants [CH3:1][Sn:2]([CH3:34])([CH3:33])[C:3]1[CH:8]=[CH:7][C:6]([C:9]2[CH:14]=[CH:13][C:12]([C:15]([NH:17][C@H:18]([C:23]([NH:25][C@H:26]([C:30](O)=[O:31])[CH2:27][CH2:28][CH3:29])=[O:24])[CH2:19][CH:20]([CH3:22])[CH3:21])=[O:16])=[CH:11][CH:10]=2)=[CH:5][CH:4]=1.CN1CCOCC1.ClC(OCC(C)C)=O.[N+:50](=[CH2:52])=[N-:51], predict the reaction product. The product is: [N+:50](=[CH:52][C:30]([CH:26]([NH:25][C:23]([C@@H:18]([NH:17][C:15]([C:12]1[CH:11]=[CH:10][C:9]([C:6]2[CH:5]=[CH:4][C:3]([Sn:2]([CH3:1])([CH3:33])[CH3:34])=[CH:8][CH:7]=2)=[CH:14][CH:13]=1)=[O:16])[CH2:19][CH:20]([CH3:21])[CH3:22])=[O:24])[CH2:27][CH2:28][CH3:29])=[O:31])=[N-:51].